Dataset: Forward reaction prediction with 1.9M reactions from USPTO patents (1976-2016). Task: Predict the product of the given reaction. (1) Given the reactants [Cl:1][C:2]1[CH:3]=[CH:4][CH:5]=[C:6]2[C:11]=1[C:10]([CH3:13])([CH3:12])[C:9](=[O:14])[C:8]([C:15](OCC)=[O:16])=[C:7]2[OH:20].Cl.[C:22]([O:26][C:27](=[O:30])[CH2:28][NH2:29])([CH3:25])([CH3:24])[CH3:23].CCN(C(C)C)C(C)C.O1CCOCC1, predict the reaction product. The product is: [Cl:1][C:2]1[CH:3]=[CH:4][CH:5]=[C:6]2[C:11]=1[C:10]([CH3:12])([CH3:13])[C:9](=[O:14])[C:8]([C:15]([NH:29][CH2:28][C:27]([O:26][C:22]([CH3:25])([CH3:24])[CH3:23])=[O:30])=[O:16])=[C:7]2[OH:20]. (2) Given the reactants ClCC(Cl)(Cl)Cl.[F:7][C:8]1[CH:9]=[C:10]([O:15][CH3:16])[CH:11]=[CH:12][C:13]=1[F:14].[C:17](Cl)(=[O:24])[C:18]1[CH:23]=[CH:22][CH:21]=[CH:20][CH:19]=1, predict the reaction product. The product is: [F:14][C:13]1[CH:12]=[C:11]([C:10]([O:15][CH3:16])=[CH:9][C:8]=1[F:7])[C:17]([C:18]1[CH:23]=[CH:22][CH:21]=[CH:20][CH:19]=1)=[O:24]. (3) The product is: [C:19]([O:18][C:16]([N:13]1[CH2:12][CH2:11][CH:10]([C:7]2[CH:8]=[N:9][C:4]([NH2:1])=[CH:5][CH:6]=2)[CH2:15][CH2:14]1)=[O:17])([CH3:22])([CH3:20])[CH3:21]. Given the reactants [N+:1]([C:4]1[N:9]=[CH:8][C:7]([C:10]2[CH2:15][CH2:14][N:13]([C:16]([O:18][C:19]([CH3:22])([CH3:21])[CH3:20])=[O:17])[CH2:12][CH:11]=2)=[CH:6][CH:5]=1)([O-])=O, predict the reaction product.